This data is from Reaction yield outcomes from USPTO patents with 853,638 reactions. The task is: Predict the reaction yield, written as a fraction of the theoretical maximum amount of product (1.0 means a 100% yield; for example, 0.34 means a 34% yield). (1) The reactants are [OH-].[Na+].[NH2:3][CH2:4][CH:5]([C:7]1[CH:12]=[CH:11][CH:10]=[CH:9][CH:8]=1)[OH:6].I[C:14]1[CH:19]=[CH:18][CH:17]=[CH:16][C:15]=1[CH3:20].C(O)(C)C. The catalyst is [Cl-].[Na+].O.[Cu]I. The product is [C:7]1([CH:5]([OH:6])[CH2:4][NH:3][C:14]2[CH:19]=[CH:18][CH:17]=[CH:16][C:15]=2[CH3:20])[CH:12]=[CH:11][CH:10]=[CH:9][CH:8]=1. The yield is 0.920. (2) The reactants are [CH2:1](Br)[C:2]1[CH:7]=[CH:6][CH:5]=[CH:4][CH:3]=1.[OH:9][C:10]1[C:19]([C:20]([O:22][CH3:23])=[O:21])=[CH:18][CH:17]=[CH:16][C:11]=1[C:12]([O:14][CH3:15])=[O:13].C([O-])([O-])=O.[K+].[K+]. The catalyst is CN(C=O)C.CCOCC. The product is [CH2:1]([O:9][C:10]1[C:19]([C:20]([O:22][CH3:23])=[O:21])=[CH:18][CH:17]=[CH:16][C:11]=1[C:12]([O:14][CH3:15])=[O:13])[C:2]1[CH:7]=[CH:6][CH:5]=[CH:4][CH:3]=1. The yield is 0.900. (3) The reactants are C([C:3]1[CH:13]=[C:12]([Br:14])[CH:11]=[CH:10][C:4]=1[O:5][CH2:6][C:7](O)=O)=O.C([O-])(=O)C.[Na+].C(OC(=O)C)(=O)C. The catalyst is C(O)(=O)C. The product is [Br:14][C:12]1[CH:13]=[CH:3][C:4]2[O:5][CH:6]=[CH:7][C:10]=2[CH:11]=1. The yield is 0.400. (4) The yield is 0.490. The catalyst is ClCCl.C(O)=O.C(N(CC)CC)C. The reactants are [N:1]1[CH:6]=[CH:5][CH:4]=[C:3]([CH2:7][CH:8]2[C:13](=[O:14])[CH:12]3[CH2:15][CH2:16][N:9]2[CH2:10][CH2:11]3)[CH:2]=1.C(N(CC)CC)C.C(O)=O.C(=O)([O-])[O-].[K+].[K+].CCCCCC.CC(O)C.C(NCC)C. The product is [N:1]1[CH:6]=[CH:5][CH:4]=[C:3]([CH2:7][CH:8]2[CH:13]([OH:14])[CH:12]3[CH2:11][CH2:10][N:9]2[CH2:16][CH2:15]3)[CH:2]=1. (5) The reactants are [NH2:1][CH2:2][C:3]([C:6]1[NH:7][C:8]2[C:13]([CH:14]=1)=[CH:12][C:11]([NH:15][C:16]([C:18]1([C:21]3[CH:29]=[CH:28][C:24]4[O:25][CH2:26][O:27][C:23]=4[CH:22]=3)[CH2:20][CH2:19]1)=[O:17])=[CH:10][CH:9]=2)([CH3:5])[CH3:4].N1C=CC=CC=1.[C:36](OC(=O)C)(=[O:38])[CH3:37].O. The catalyst is ClCCl. The product is [C:36]([NH:1][CH2:2][C:3]([C:6]1[NH:7][C:8]2[C:13]([CH:14]=1)=[CH:12][C:11]([NH:15][C:16]([C:18]1([C:21]3[CH:29]=[CH:28][C:24]4[O:25][CH2:26][O:27][C:23]=4[CH:22]=3)[CH2:20][CH2:19]1)=[O:17])=[CH:10][CH:9]=2)([CH3:4])[CH3:5])(=[O:38])[CH3:37]. The yield is 0.730. (6) The reactants are [Br:1][C:2]1[CH:7]=[CH:6][C:5]([C@@H:8](O)[CH2:9][N:10]2[CH2:15][CH2:14][O:13][CH2:12][CH2:11]2)=[CH:4][CH:3]=1.C(N(CC)CC)C.CS([Cl:28])(=O)=O. The catalyst is C(Cl)Cl. The product is [Br:1][C:2]1[CH:7]=[CH:6][C:5]([C@@H:8]([Cl:28])[CH2:9][N:10]2[CH2:15][CH2:14][O:13][CH2:12][CH2:11]2)=[CH:4][CH:3]=1. The yield is 0.670. (7) The reactants are C[N:2]([CH:4]=[N:5][C:6]1[CH2:11][CH2:10][C:9]([CH3:13])([CH3:12])[CH2:8][C:7]=1[C:14]([O:16]C)=O)C. The catalyst is N.CO. The product is [CH3:12][C:9]1([CH3:13])[CH2:10][CH2:11][C:6]2[N:5]=[CH:4][NH:2][C:14](=[O:16])[C:7]=2[CH2:8]1. The yield is 0.900.